From a dataset of Ames mutagenicity test results for genotoxicity prediction. Regression/Classification. Given a drug SMILES string, predict its toxicity properties. Task type varies by dataset: regression for continuous values (e.g., LD50, hERG inhibition percentage) or binary classification for toxic/non-toxic outcomes (e.g., AMES mutagenicity, cardiotoxicity, hepatotoxicity). Dataset: ames. (1) The molecule is COc1cccc2c1C(=O)c1c(O)c3c(c(O)c1C2=O)CC(O)(C(C)=O)CC3OC1CC(N)C(O)C(C)O1. The result is 1 (mutagenic). (2) The drug is COc1cc2c(c3oc(O)c4c(O)ccc-4c13)C1CCOC1O2. The result is 1 (mutagenic). (3) The result is 0 (non-mutagenic). The molecule is O=C(COc1ccc(Cl)cc1Cl)NC(Cc1c[nH]c2ccccc12)C(=O)O. (4) The result is 1 (mutagenic). The molecule is C1=CC2OC2c2c1cc1ccc3cccc4ccc2c1c34. (5) The drug is O=[N+]([O-])c1ccc2c3c(c4c([N+](=O)[O-])ccc5ccc1c2c54)CCCC3. The result is 1 (mutagenic). (6) The compound is OCC1OC(OC2(CO)OC(CO)C(O)C2O)C(O)C(O)C1O. The result is 0 (non-mutagenic).